From a dataset of Reaction yield outcomes from USPTO patents with 853,638 reactions. Predict the reaction yield, written as a fraction of the theoretical maximum amount of product (1.0 means a 100% yield; for example, 0.34 means a 34% yield). (1) The reactants are [Cl:1][C:2]1[N:7]=[C:6]([NH:8][C:9]2[CH:10]=[C:11]([NH:15][C:16](=[O:27])[CH2:17][C:18]3[CH:23]=[CH:22][CH:21]=[C:20]([N+:24]([O-])=O)[CH:19]=3)[CH:12]=[CH:13][CH:14]=2)[C:5]([Cl:28])=[CH:4][N:3]=1. The catalyst is O.CO.C(O)(=O)C.[Fe]. The product is [NH2:24][C:20]1[CH:19]=[C:18]([CH2:17][C:16]([NH:15][C:11]2[CH:12]=[CH:13][CH:14]=[C:9]([NH:8][C:6]3[C:5]([Cl:28])=[CH:4][N:3]=[C:2]([Cl:1])[N:7]=3)[CH:10]=2)=[O:27])[CH:23]=[CH:22][CH:21]=1. The yield is 0.580. (2) The reactants are [O:1]1[CH2:6][CH2:5][N:4]([C:7]2[CH:12]=[CH:11][C:10]([NH:13][C:14]3[N:19]=[C:18]([NH:20][C:21]4[CH:26]=[CH:25][CH:24]=[C:23]([N+:27]([O-])=O)[CH:22]=4)[CH:17]=[CH:16][N:15]=3)=[CH:9][CH:8]=2)[CH2:3][CH2:2]1. The catalyst is CO.[Pd]. The product is [NH2:27][C:23]1[CH:22]=[C:21]([NH:20][C:18]2[CH:17]=[CH:16][N:15]=[C:14]([NH:13][C:10]3[CH:9]=[CH:8][C:7]([N:4]4[CH2:3][CH2:2][O:1][CH2:6][CH2:5]4)=[CH:12][CH:11]=3)[N:19]=2)[CH:26]=[CH:25][CH:24]=1. The yield is 0.770. (3) The yield is 0.930. The reactants are [I-].[Cl:2][CH2:3][P+](C1C=CC=CC=1)(C1C=CC=CC=1)C1C=CC=CC=1.CC(C)([O-])C.[K+].O=[C:30]1[CH2:34][N:33]([C:35]([O:37][C:38]([CH3:41])([CH3:40])[CH3:39])=[O:36])[C@H:32]([C:42]([O:44][CH3:45])=[O:43])[CH2:31]1.[Cl-].[NH4+]. The catalyst is C(OCC)C. The product is [Cl:2][CH:3]=[C:30]1[CH2:34][N:33]([C:35]([O:37][C:38]([CH3:41])([CH3:40])[CH3:39])=[O:36])[C@H:32]([C:42]([O:44][CH3:45])=[O:43])[CH2:31]1. (4) The reactants are [OH:1][CH:2]1[C:6]([CH3:8])([CH3:7])[CH2:5][O:4][C:3]1=O.[C:10]1([CH2:16][NH2:17])[CH:15]=[CH:14][CH:13]=[CH:12][CH:11]=1.C1(C)C=CC(S(O)(=O)=O)=CC=1. The catalyst is C(OCC)(=O)C. The product is [CH2:16]([N:17]1[CH2:5][C:6]([CH3:8])([CH3:7])[CH:2]([OH:1])[C:3]1=[O:4])[C:10]1[CH:15]=[CH:14][CH:13]=[CH:12][CH:11]=1. The yield is 0.450. (5) The reactants are [C:1]([C@H:5]1[CH2:10][CH2:9][C@H:8]([O:11][C:12]2[CH:13]=[C:14]3[C:19](=[CH:20][CH:21]=2)[CH:18]=[C:17]([CH2:22][NH:23][C:24]24[CH2:31][CH2:30][C:27]([C:32]([O:34]CC)=[O:33])([CH2:28][CH2:29]2)[CH:26]([OH:37])[CH2:25]4)[CH:16]=[CH:15]3)[CH2:7][CH2:6]1)([CH3:4])([CH3:3])[CH3:2].[OH-].[Na+].Cl. The catalyst is CCO.O. The product is [C:1]([C@H:5]1[CH2:10][CH2:9][C@H:8]([O:11][C:12]2[CH:13]=[C:14]3[C:19](=[CH:20][CH:21]=2)[CH:18]=[C:17]([CH2:22][NH:23][C:24]24[CH2:29][CH2:28][C:27]([C:32]([OH:34])=[O:33])([CH2:30][CH2:31]2)[CH:26]([OH:37])[CH2:25]4)[CH:16]=[CH:15]3)[CH2:7][CH2:6]1)([CH3:4])([CH3:2])[CH3:3]. The yield is 0.520. (6) The reactants are [OH:1][CH2:2][CH:3]1[O:12][C:11]2[C:6](=[CH:7][CH:8]=[C:9]3[NH:15][C:14](=[O:16])[NH:13][C:10]3=2)[CH2:5][CH2:4]1.[C:17]1([CH3:27])[CH:22]=[CH:21][C:20]([S:23](Cl)(=[O:25])=[O:24])=[CH:19][CH:18]=1. The catalyst is N1C=CC=CC=1. The product is [O:16]=[C:14]1[NH:13][C:10]2=[C:11]3[C:6](=[CH:7][CH:8]=[C:9]2[NH:15]1)[CH2:5][CH2:4][CH:3]([CH2:2][O:1][S:23]([C:20]1[CH:21]=[CH:22][C:17]([CH3:27])=[CH:18][CH:19]=1)(=[O:25])=[O:24])[O:12]3. The yield is 0.830.